This data is from Forward reaction prediction with 1.9M reactions from USPTO patents (1976-2016). The task is: Predict the product of the given reaction. (1) Given the reactants [NH2:1][C:2]1[CH:10]=[CH:9][C:5]([C:6]([OH:8])=[O:7])=[CH:4][C:3]=1O.[N:12]#N.[H][H], predict the reaction product. The product is: [NH2:12][C:9]1[CH:10]=[C:2]([NH2:1])[CH:3]=[CH:4][C:5]=1[C:6]([OH:8])=[O:7]. (2) Given the reactants [OH-].[Na+].C(O)(=O)/C=C\C(O)=O.[CH2:11]([NH:13][C@H:14]1[CH2:19][C@H:18]([CH3:20])[S:17](=[O:22])(=[O:21])[C:16]2[S:23][C:24]([S:26]([NH2:29])(=[O:28])=[O:27])=[CH:25][C:15]1=2)[CH3:12].Cl, predict the reaction product. The product is: [CH2:11]([NH:13][C@H:14]1[CH2:19][C@H:18]([CH3:20])[S:17](=[O:21])(=[O:22])[C:16]2[S:23][C:24]([S:26]([NH2:29])(=[O:28])=[O:27])=[CH:25][C:15]1=2)[CH3:12]. (3) The product is: [OH:14][C:15]1[C@H:24]2[C@H:19]([C@H:20]3[CH2:25][C@@H:23]2[CH2:22][CH2:21]3)[N:18]([CH2:26][CH2:27][CH:28]([CH3:30])[CH3:29])[C:17](=[O:31])[C:16]=1[C:32]1[NH:37][C:36]2[CH:38]=[CH:39][C:40]([NH:13][S:10]([CH:7]3[CH2:9][CH2:8]3)(=[O:12])=[O:11])=[CH:41][C:35]=2[S:34](=[O:44])(=[O:43])[N:33]=1. Given the reactants N(CC(O)=O)C.[CH:7]1([S:10]([NH2:13])(=[O:12])=[O:11])[CH2:9][CH2:8]1.[OH:14][C:15]1[C@H:24]2[C@H:19]([C@H:20]3[CH2:25][C@@H:23]2[CH2:22][CH2:21]3)[N:18]([CH2:26][CH2:27][CH:28]([CH3:30])[CH3:29])[C:17](=[O:31])[C:16]=1[C:32]1[NH:37][C:36]2[CH:38]=[CH:39][C:40](I)=[CH:41][C:35]=2[S:34](=[O:44])(=[O:43])[N:33]=1.P([O-])([O-])([O-])=O.[K+].[K+].[K+], predict the reaction product. (4) The product is: [CH2:1]([C:3]1[CH:4]=[C:5]([C:6]#[N:8])[CH:9]=[C:10]([CH3:12])[N:11]=1)[CH3:2]. Given the reactants [CH2:1]([C:3]1[CH:4]=[C:5]([CH:9]=[C:10]([CH3:12])[N:11]=1)[C:6]([NH2:8])=O)[CH3:2].N1C=CC=CC=1.FC(F)(F)C(OC(=O)C(F)(F)F)=O, predict the reaction product. (5) The product is: [CH2:20]([O:22][NH:23][C:16]([C:13]1[CH:12]=[CH:11][C:10]([C:6]2[CH:7]=[CH:8][CH:9]=[C:4]([CH:1]([CH3:2])[CH3:3])[CH:5]=2)=[CH:15][N:14]=1)=[O:18])[CH3:21]. Given the reactants [CH:1]([C:4]1[CH:5]=[C:6]([C:10]2[CH:11]=[CH:12][C:13]([C:16]([OH:18])=O)=[N:14][CH:15]=2)[CH:7]=[CH:8][CH:9]=1)([CH3:3])[CH3:2].Cl.[CH2:20]([O:22][NH2:23])[CH3:21], predict the reaction product. (6) Given the reactants C[O:2][C:3]([C:5]1[CH:9]=[C:8]([C:10]([O:12][CH3:13])=[O:11])[N:7]([CH2:14][C:15]2[CH:20]=[CH:19][C:18]([O:21][CH3:22])=[CH:17][CH:16]=2)[N:6]=1)=[O:4].O1CCOCC1.S(=O)(=O)(O)O, predict the reaction product. The product is: [CH3:13][O:12][C:10]([C:8]1[N:7]([CH2:14][C:15]2[CH:20]=[CH:19][C:18]([O:21][CH3:22])=[CH:17][CH:16]=2)[N:6]=[C:5]([C:3]([OH:4])=[O:2])[CH:9]=1)=[O:11].